From a dataset of Reaction yield outcomes from USPTO patents with 853,638 reactions. Predict the reaction yield, written as a fraction of the theoretical maximum amount of product (1.0 means a 100% yield; for example, 0.34 means a 34% yield). The reactants are [NH2:1][C:2]1[CH:3]=[C:4]([CH:19]=[CH:20][C:21]=1[CH3:22])[O:5][C:6]1[CH:7]=[CH:8][C:9]2[N:10]([CH:12]=[C:13]([NH:15][C:16](=[O:18])[CH3:17])[N:14]=2)[N:11]=1.[CH3:23][N:24]1[CH:28]=[CH:27][N:26]=[C:25]1[C:29](O)=[O:30].Cl.C(N=C=NCCCN(C)C)C.ON1C2C=CC=CC=2N=N1.C(=O)([O-])O.[Na+]. The catalyst is CN(C)C=O. The product is [C:16]([NH:15][C:13]1[N:14]=[C:9]2[CH:8]=[CH:7][C:6]([O:5][C:4]3[CH:19]=[CH:20][C:21]([CH3:22])=[C:2]([NH:1][C:29]([C:25]4[N:24]([CH3:23])[CH:28]=[CH:27][N:26]=4)=[O:30])[CH:3]=3)=[N:11][N:10]2[CH:12]=1)(=[O:18])[CH3:17]. The yield is 0.560.